Dataset: Reaction yield outcomes from USPTO patents with 853,638 reactions. Task: Predict the reaction yield, written as a fraction of the theoretical maximum amount of product (1.0 means a 100% yield; for example, 0.34 means a 34% yield). (1) The reactants are [C:1]([C:3]1[CH:8]=[CH:7][C:6]([CH2:9][C:10]([O:12][C:13](C)(C)[CH3:14])=[O:11])=[C:5]([F:17])[CH:4]=1)#[N:2].Cl.O1CCOCC1. The catalyst is CCO. The product is [C:1]([C:3]1[CH:8]=[CH:7][C:6]([CH2:9][C:10]([O:12][CH2:13][CH3:14])=[O:11])=[C:5]([F:17])[CH:4]=1)#[N:2]. The yield is 0.990. (2) The reactants are ClC(Cl)(Cl)C(Cl)(Cl)Cl.C([NH:19][C@H:20]([C:22](O)=[O:23])[CH3:21])(OCC1C=CC=CC=1)=O.C1(P(C2C=CC=CC=2)C2C=CC=CC=2)C=CC=CC=1.O.[NH2:45][C@H:46]([C:52]([OH:54])=[O:53])[CH2:47][CH2:48][C:49](=[O:51])[NH2:50].[OH-].[Na+].C(=O)([O-])[O-].[K+].[K+].Cl. The catalyst is CCOCC.C(#N)C. The product is [NH2:19][C@H:20]([C:22]([NH:45][C@H:46]([C:52]([OH:54])=[O:53])[CH2:47][CH2:48][C:49](=[O:51])[NH2:50])=[O:23])[CH3:21]. The yield is 0.450. (3) The reactants are [CH3:1][S:2][C:3]1[CH:8]=[CH:7][C:6]([CH2:9][C:10]([OH:12])=[O:11])=[CH:5][CH:4]=1.S(=O)(=O)(O)O.[CH3:18]O. No catalyst specified. The product is [CH3:18][O:11][C:10](=[O:12])[CH2:9][C:6]1[CH:5]=[CH:4][C:3]([S:2][CH3:1])=[CH:8][CH:7]=1. The yield is 0.920. (4) The reactants are [NH2:1][C:2]([C:4]1[O:8][C:7]([C:9]2[CH:10]=[C:11]3[C:16](=[CH:17][CH:18]=2)[N:15]=[C:14]([CH2:19][CH:20]([CH3:22])[CH3:21])[C:13]([CH2:23][NH:24]C(=O)OC(C)(C)C)=[C:12]3[C:32]2[CH:37]=[CH:36][C:35]([CH3:38])=[CH:34][CH:33]=2)=[CH:6][CH:5]=1)=[O:3].Cl. The catalyst is C(OCC)(=O)C. The product is [NH2:24][CH2:23][C:13]1[C:14]([CH2:19][CH:20]([CH3:22])[CH3:21])=[N:15][C:16]2[C:11]([C:12]=1[C:32]1[CH:33]=[CH:34][C:35]([CH3:38])=[CH:36][CH:37]=1)=[CH:10][C:9]([C:7]1[O:8][C:4]([C:2]([NH2:1])=[O:3])=[CH:5][CH:6]=1)=[CH:18][CH:17]=2. The yield is 0.710. (5) The reactants are Br[C:2]1[CH:12]=[CH:11][CH:10]=[CH:9][C:3]=1[C:4]([O:6][CH2:7][CH3:8])=[O:5].[CH3:13][N:14]([CH2:16][C:17]1[CH:24]=[CH:23][C:20]([CH:21]=[CH2:22])=[CH:19][CH:18]=1)[CH3:15].C(N(CC)CC)C.O. The catalyst is CN(C)C=O.C([O-])(=O)C.[Pd+2].C([O-])(=O)C.C1(C)C=CC=CC=1P(C1C=CC=CC=1C)C1C=CC=CC=1C. The product is [CH3:15][N:14]([CH2:16][C:17]1[CH:18]=[CH:19][C:20](/[CH:21]=[CH:22]/[C:2]2[CH:12]=[CH:11][CH:10]=[CH:9][C:3]=2[C:4]([O:6][CH2:7][CH3:8])=[O:5])=[CH:23][CH:24]=1)[CH3:13]. The yield is 0.630. (6) The reactants are [CH2:1]([O:8][C:9]1[CH:14]=[CH:13][N:12]([C:15]2[CH:16]=[CH:17][C:18]3[C:19]4[CH2:29][NH:28][CH2:27][CH2:26][CH2:25][C:20]=4[N:21]([CH3:24])[C:22]=3[CH:23]=2)[C:11](=[O:30])[CH:10]=1)[C:2]1[CH:7]=[CH:6][CH:5]=[CH:4][CH:3]=1.[ClH:31].C(OCC)C. The catalyst is C(Cl)Cl. The product is [ClH:31].[CH2:1]([O:8][C:9]1[CH:14]=[CH:13][N:12]([C:15]2[CH:16]=[CH:17][C:18]3[C:19]4[CH2:29][NH:28][CH2:27][CH2:26][CH2:25][C:20]=4[N:21]([CH3:24])[C:22]=3[CH:23]=2)[C:11](=[O:30])[CH:10]=1)[C:2]1[CH:3]=[CH:4][CH:5]=[CH:6][CH:7]=1. The yield is 0.950. (7) The reactants are [OH:1][C:2]1[CH:6]=[C:5]([C:7]([O:9][CH3:10])=[O:8])[NH:4][N:3]=1.C(=O)([O-])[O-].[K+].[K+].I[CH2:18][CH2:19][CH2:20][CH3:21]. The catalyst is CN(C)C=O. The product is [CH2:18]([O:1][C:2]1[CH:6]=[C:5]([C:7]([O:9][CH3:10])=[O:8])[NH:4][N:3]=1)[CH2:19][CH2:20][CH3:21]. The yield is 0.640.